Predict the reactants needed to synthesize the given product. From a dataset of Full USPTO retrosynthesis dataset with 1.9M reactions from patents (1976-2016). (1) The reactants are: Cl.[NH2:2][CH2:3][CH2:4][C:5]1[CH:12]=[CH:11][C:9]([OH:10])=[C:7]([OH:8])[CH:6]=1.C(=O)([O-])[O-].[Na+].[Na+].[C:19](O[C:19]([O:21][C:22]([CH3:25])([CH3:24])[CH3:23])=[O:20])([O:21][C:22]([CH3:25])([CH3:24])[CH3:23])=[O:20]. Given the product [OH:8][C:7]1[CH:6]=[C:5]([CH:12]=[CH:11][C:9]=1[OH:10])[CH2:4][CH2:3][NH:2][C:19](=[O:20])[O:21][C:22]([CH3:25])([CH3:24])[CH3:23], predict the reactants needed to synthesize it. (2) Given the product [CH2:1]([O:8][C:9](=[O:34])[C@H:10]([CH2:22][CH2:23][CH2:24][CH2:25][NH2:26])[NH:11][C:12]([O:14][CH2:15][C:16]1[CH:17]=[CH:18][CH:19]=[CH:20][CH:21]=1)=[O:13])[C:2]1[CH:7]=[CH:6][CH:5]=[CH:4][CH:3]=1, predict the reactants needed to synthesize it. The reactants are: [CH2:1]([O:8][C:9](=[O:34])[C@H:10]([CH2:22][CH2:23][CH2:24][CH2:25][NH:26]C(OC(C)(C)C)=O)[NH:11][C:12]([O:14][CH2:15][C:16]1[CH:21]=[CH:20][CH:19]=[CH:18][CH:17]=1)=[O:13])[C:2]1[CH:7]=[CH:6][CH:5]=[CH:4][CH:3]=1.FC(F)(F)C(O)=O. (3) The reactants are: [O:1]=[C:2]1[C:10]2[C:5](=[CH:6][CH:7]=[CH:8][CH:9]=2)[C:4](=[O:11])[N:3]1[CH2:12][CH2:13][N:14]1[C:23]2[C:18](=[N:19][CH:20]=[C:21]([CH2:24][C:25]3[CH:30]=[CH:29][C:28]([F:31])=[CH:27][CH:26]=3)[CH:22]=2)[C:17]([OH:32])=[C:16]([C:33](OCC)=[O:34])[C:15]1=[O:38].[CH2:39]([O:41][CH2:42][CH2:43][NH2:44])[CH3:40]. Given the product [O:11]=[C:4]1[C:5]2[C:10](=[CH:9][CH:8]=[CH:7][CH:6]=2)[C:2](=[O:1])[N:3]1[CH2:12][CH2:13][N:14]1[C:23]2[C:18](=[N:19][CH:20]=[C:21]([CH2:24][C:25]3[CH:26]=[CH:27][C:28]([F:31])=[CH:29][CH:30]=3)[CH:22]=2)[C:17]([OH:32])=[C:16]([C:33]([NH:44][CH2:43][CH2:42][O:41][CH2:39][CH3:40])=[O:34])[C:15]1=[O:38], predict the reactants needed to synthesize it. (4) Given the product [Cl:11][C:10]1[C:2]([C:16]2[CH:17]=[CH:18][C:13]([NH2:12])=[N:14][CH:15]=2)=[CH:3][C:4]2[O:8][CH:7]=[N:6][C:5]=2[CH:9]=1, predict the reactants needed to synthesize it. The reactants are: Br[C:2]1[C:10]([Cl:11])=[CH:9][C:5]2[N:6]=[CH:7][O:8][C:4]=2[CH:3]=1.[NH2:12][C:13]1[CH:18]=[CH:17][C:16](B2OC(C)(C)C(C)(C)O2)=[CH:15][N:14]=1.[O-]P([O-])([O-])=O.[K+].[K+].[K+].CC(=O)OCC. (5) Given the product [Cl:1][C:2]1[CH:7]=[C:6]([C:14]2[C:15]3[O:19][CH:18]=[CH:17][C:16]=3[C:11]([F:10])=[CH:12][CH:13]=2)[C:5]([F:9])=[CH:4][N:3]=1, predict the reactants needed to synthesize it. The reactants are: [Cl:1][C:2]1[CH:7]=[C:6](I)[C:5]([F:9])=[CH:4][N:3]=1.[F:10][C:11]1[C:16]2[CH:17]=[CH:18][O:19][C:15]=2[C:14](B(O)O)=[CH:13][CH:12]=1.C(=O)([O-])[O-].[K+].[K+].COCCOC. (6) Given the product [CH3:1][O:2][CH2:3][C:4]([CH3:23])([CH3:22])[CH:5]([NH:21][CH:24]=[O:25])[CH2:6][C:7]1[CH:12]=[CH:11][C:10]([O:13][CH3:14])=[C:9]([O:15][CH2:16][CH2:17][CH2:18][O:19][CH3:20])[CH:8]=1, predict the reactants needed to synthesize it. The reactants are: [CH3:1][O:2][CH2:3][C:4]([CH3:23])([CH3:22])[CH:5]([NH2:21])[CH2:6][C:7]1[CH:12]=[CH:11][C:10]([O:13][CH3:14])=[C:9]([O:15][CH2:16][CH2:17][CH2:18][O:19][CH3:20])[CH:8]=1.[CH:24](O)=[O:25].C(OCC)(OCC)OCC. (7) Given the product [Cl:1][C:2]1[CH:11]=[C:10]2[C:5]([CH:6]=[CH:7][N:8]([CH2:13][C:14]3[CH:15]=[CH:16][C:17]([O:20][CH3:21])=[CH:18][CH:19]=3)[C:9]2=[O:12])=[CH:4][C:3]=1[O:22][CH:23]1[CH2:24][CH2:25][C:26](=[O:27])[CH2:31][CH2:32]1, predict the reactants needed to synthesize it. The reactants are: [Cl:1][C:2]1[CH:11]=[C:10]2[C:5]([CH:6]=[CH:7][N:8]([CH2:13][C:14]3[CH:19]=[CH:18][C:17]([O:20][CH3:21])=[CH:16][CH:15]=3)[C:9]2=[O:12])=[CH:4][C:3]=1[O:22][CH:23]1[CH2:32][CH2:31][C:26]2(OCC[O:27]2)[CH2:25][CH2:24]1.C(=O)(O)[O-].[Na+].